Predict the reactants needed to synthesize the given product. From a dataset of Full USPTO retrosynthesis dataset with 1.9M reactions from patents (1976-2016). (1) Given the product [OH:14][C@@H:9]([C:6]1[CH:7]=[CH:8][C:3]([C:1]#[C:2][C:30]2[CH:31]=[CH:32][C:27]([C:26]([N:24]([CH3:25])[C@@:18]([CH3:23])([C:19]([NH:21][CH3:22])=[O:20])[C:17]([NH:16][OH:15])=[O:35])=[O:34])=[CH:28][CH:29]=2)=[CH:4][CH:5]=1)/[CH:10]=[CH:11]/[CH2:12][OH:13], predict the reactants needed to synthesize it. The reactants are: [C:1]([C:3]1[CH:8]=[CH:7][C:6]([C@H:9]([OH:14])/[CH:10]=[CH:11]/[CH2:12][OH:13])=[CH:5][CH:4]=1)#[CH:2].[OH:15][NH:16][C:17](=[O:35])[C@:18]([N:24]([C:26](=[O:34])[C:27]1[CH:32]=[CH:31][C:30](I)=[CH:29][CH:28]=1)[CH3:25])([CH3:23])[C:19]([NH:21][CH3:22])=[O:20].O1CCCC1.[Cl-].[NH4+]. (2) The reactants are: [NH2:1][C:2]1[S:3][C:4]2[C:9](=[O:10])[NH:8][C:7](=[S:11])[NH:6][C:5]=2[N:12]=1.[F:13][C:14]1[C:21]([F:22])=[CH:20][CH:19]=[CH:18][C:15]=1[CH2:16]Br. Given the product [NH2:1][C:2]1[S:3][C:4]2[C:9](=[O:10])[N:8]=[C:7]([S:11][CH2:16][C:15]3[CH:18]=[CH:19][CH:20]=[C:21]([F:22])[C:14]=3[F:13])[NH:6][C:5]=2[N:12]=1, predict the reactants needed to synthesize it. (3) Given the product [F:18][C:19]1[CH:20]=[CH:21][C:22]([CH2:25][CH2:26][C:27]2[CH:28]=[C:29]([OH:35])[C:30](=[O:33])[NH:31][CH:32]=2)=[CH:23][CH:24]=1, predict the reactants needed to synthesize it. The reactants are: OC1C(=O)NC=C(CCC2C=CC=CC=2C)C=1.[F:18][C:19]1[CH:24]=[CH:23][C:22]([C:25]#[C:26][C:27]2[CH:28]=[C:29]([O:35]C)[C:30]([O:33]C)=[N:31][CH:32]=2)=[CH:21][CH:20]=1. (4) Given the product [CH3:25][NH:7][C:8]1[C:9]2[N:10]([C:14]([C:17]3[CH:22]=[CH:21][N:20]=[C:19]([N:27]4[CH2:32][CH2:31][O:30][CH2:29][CH2:28]4)[N:18]=3)=[CH:15][N:16]=2)[CH:11]=[CH:12][N:13]=1, predict the reactants needed to synthesize it. The reactants are: C(OC(=O)[N:7]([CH3:25])[C:8]1[C:9]2[N:10]([C:14]([C:17]3[CH:22]=[CH:21][N:20]=[C:19](SC)[N:18]=3)=[CH:15][N:16]=2)[CH:11]=[CH:12][N:13]=1)(C)(C)C.[NH:27]1[CH2:32][CH2:31][O:30][CH2:29][CH2:28]1. (5) Given the product [Cl:1][C:2]1[C:3]([C:29]([F:31])([F:32])[F:30])=[CH:4][C:5]([N:8]2[CH2:11][CH:10]([CH2:13][O:14][C:15]3[C:24]([CH:25]4[CH2:26][CH2:27]4)=[CH:23][C:18]([C:19]([OH:21])=[O:20])=[C:17]([F:28])[CH:16]=3)[CH2:9]2)=[N:6][CH:7]=1, predict the reactants needed to synthesize it. The reactants are: [Cl:1][C:2]1[C:3]([C:29]([F:32])([F:31])[F:30])=[CH:4][C:5]([N:8]2[CH2:11][C:10]([CH2:13][O:14][C:15]3[C:24]([CH:25]4[CH2:27][CH2:26]4)=[CH:23][C:18]([C:19]([O:21]C)=[O:20])=[C:17]([F:28])[CH:16]=3)(C)[CH2:9]2)=[N:6][CH:7]=1.ClC1C(C(F)(F)F)=CC(N2CC(COC3C(C4CC4)=CC(C(OC)=O)=C(F)C=3)C2)=NC=1. (6) Given the product [OH:17][CH2:16][CH2:15][C:10]1[CH:11]=[CH:12][CH:13]=[CH:14][C:9]=1[N:8]1[CH2:2][CH2:3][CH2:4][CH2:5][C:6]1=[O:7], predict the reactants needed to synthesize it. The reactants are: Br[CH2:2][CH2:3][CH2:4][CH2:5][C:6]([NH:8][C:9]1[CH:14]=[CH:13][CH:12]=[CH:11][C:10]=1[CH2:15][CH2:16][OH:17])=[O:7].CC(C)([O-])C.[K+].